From a dataset of Forward reaction prediction with 1.9M reactions from USPTO patents (1976-2016). Predict the product of the given reaction. (1) Given the reactants [Cl:1][C:2]1[CH:7]=[CH:6][C:5]([NH:8][C:9]2[O:13][C:12]([C:14]3[CH:19]=[CH:18][C:17]([OH:20])=[CH:16][CH:15]=3)=[N:11][N:10]=2)=[CH:4][C:3]=1[C:21]([F:24])([F:23])[F:22].C[Si]([N-][Si](C)(C)C)(C)C.[K+].Cl[C:36]1[N:41]=[C:40]([NH2:42])[N:39]=[C:38]([NH2:43])[CH:37]=1.[C:44]([O-:47])([O-])=[O:45].[K+].[K+], predict the reaction product. The product is: [F:22][C:21]([F:24])([F:23])[C:44]([OH:47])=[O:45].[Cl:1][C:2]1[CH:7]=[CH:6][C:5]([NH:8][C:9]2[O:13][C:12]([C:14]3[CH:15]=[CH:16][C:17]([O:20][C:36]4[N:41]=[C:40]([NH2:42])[N:39]=[C:38]([NH2:43])[CH:37]=4)=[CH:18][CH:19]=3)=[N:11][N:10]=2)=[CH:4][C:3]=1[C:21]([F:22])([F:23])[F:24]. (2) Given the reactants [CH2:1]([O:8][C:9](=[O:20])[NH:10][CH2:11][CH2:12][CH2:13][CH2:14][CH2:15][CH:16]([NH2:19])[C:17]#[N:18])[C:2]1[CH:7]=[CH:6][CH:5]=[CH:4][CH:3]=1.[N+]([C:24]1[CH:29]=[CH:28][CH:27]=[CH:26][C:25]=1[S:30](Cl)(=[O:32])=[O:31])([O-])=O, predict the reaction product. The product is: [CH2:1]([O:8][C:9](=[O:20])[NH:10][CH2:11][CH2:12][CH2:13][CH2:14][CH2:15][CH:16]([NH:19][S:30]([C:25]1[CH:26]=[CH:27][CH:28]=[CH:29][CH:24]=1)(=[O:32])=[O:31])[C:17]#[N:18])[C:2]1[CH:3]=[CH:4][CH:5]=[CH:6][CH:7]=1. (3) The product is: [C:24]([O:23][C:21](=[O:22])[NH:20][C@@H:16]([C@H:15]([O:14][CH2:7][C:8]1[CH:9]=[CH:10][CH:11]=[CH:12][CH:13]=1)[CH3:28])[CH2:17][OH:18])([CH3:25])([CH3:26])[CH3:27]. Given the reactants [H-].[Al+3].[Li+].[H-].[H-].[H-].[CH2:7]([O:14][C@H:15]([CH3:28])[C@H:16]([NH:20][C:21]([O:23][C:24]([CH3:27])([CH3:26])[CH3:25])=[O:22])[C:17](O)=[O:18])[C:8]1[CH:13]=[CH:12][CH:11]=[CH:10][CH:9]=1.[OH-].[Na+].[O-]S([O-])(=O)=O.[Mg+2], predict the reaction product. (4) Given the reactants [CH:1]1([N:5]2[CH2:11][CH2:10][C:9]3[CH:12]=[C:13]([OH:16])[CH:14]=[CH:15][C:8]=3[CH2:7][CH2:6]2)[CH2:4][CH2:3][CH2:2]1.Cl[C:18]1[N:23]=[CH:22][C:21]([C:24](=[O:26])[CH3:25])=[CH:20][CH:19]=1.C1(C2NCC3C=CC(OC4C=CC(C#N)=CN=4)=CC=3CC2)CCC1, predict the reaction product. The product is: [CH:1]1([N:5]2[CH2:6][CH2:7][C:8]3[CH:15]=[CH:14][C:13]([O:16][C:18]4[N:23]=[CH:22][C:21]([C:24](=[O:26])[CH3:25])=[CH:20][CH:19]=4)=[CH:12][C:9]=3[CH2:10][CH2:11]2)[CH2:4][CH2:3][CH2:2]1. (5) Given the reactants S(Cl)(Cl)=O.O.[C:6]([OH:16])(=[O:15])[C:7]1[NH:14][C:12](=[O:13])[NH:11][C:9](=[O:10])[CH:8]=1.N1C=CC=C[CH:18]=1, predict the reaction product. The product is: [CH3:18][C:8]1[C:9](=[O:10])[NH:11][C:12](=[O:13])[NH:14][C:7]=1[C:6]([OH:16])=[O:15].[OH:13][C:12]1[N:11]=[C:9]([OH:10])[CH:8]=[C:7]([C:6]([O:16][CH3:18])=[O:15])[N:14]=1.